Dataset: Forward reaction prediction with 1.9M reactions from USPTO patents (1976-2016). Task: Predict the product of the given reaction. (1) Given the reactants C1C=CC2N(O)N=NC=2C=1.[CH:11]1([NH:14][C:15](=[O:50])[NH:16][C:17]2[CH:48]=[CH:47][C:20]([O:21][C:22]3[CH:27]=[CH:26][N:25]=[C:24]4[CH:28]=[C:29]([C:31]5[N:36]=[CH:35][C:34]([CH2:37][N:38]6[CH2:43][CH2:42][CH2:41][CH:40]([C:44]([OH:46])=O)[CH2:39]6)=[CH:33][CH:32]=5)[S:30][C:23]=34)=[C:19]([F:49])[CH:18]=2)[CH2:13][CH2:12]1.[CH3:51][N:52]([CH3:57])[CH2:53][CH2:54][NH:55][CH3:56].Cl.C(N(CC)CC)C, predict the reaction product. The product is: [CH:11]1([NH:14][C:15](=[O:50])[NH:16][C:17]2[CH:48]=[CH:47][C:20]([O:21][C:22]3[CH:27]=[CH:26][N:25]=[C:24]4[CH:28]=[C:29]([C:31]5[N:36]=[CH:35][C:34]([CH2:37][N:38]6[CH2:43][CH2:42][CH2:41][CH:40]([C:44]([N:55]([CH2:54][CH2:53][N:52]([CH3:57])[CH3:51])[CH3:56])=[O:46])[CH2:39]6)=[CH:33][CH:32]=5)[S:30][C:23]=34)=[C:19]([F:49])[CH:18]=2)[CH2:12][CH2:13]1. (2) Given the reactants [CH3:1][O:2][C:3]1[CH:7]=[CH:6][S:5][C:4]=1[CH:8]=O.[C:10]12([NH2:20])[CH2:19][CH:14]3[CH2:15][CH:16]([CH2:18][CH:12]([CH2:13]3)[CH2:11]1)[CH2:17]2, predict the reaction product. The product is: [C:10]12([NH:20][CH2:8][C:4]3[S:5][CH:6]=[CH:7][C:3]=3[O:2][CH3:1])[CH2:17][CH:16]3[CH2:15][CH:14]([CH2:13][CH:12]([CH2:18]3)[CH2:11]1)[CH2:19]2. (3) Given the reactants F[C:2]1[CH:9]=[CH:8][C:5]([CH:6]=[O:7])=[CH:4][CH:3]=1.[NH:10]1[CH:14]=[CH:13][N:12]=[N:11]1.C([O-])([O-])=O.[K+].[K+], predict the reaction product. The product is: [N:10]1([C:2]2[CH:9]=[CH:8][C:5]([CH:6]=[O:7])=[CH:4][CH:3]=2)[CH:14]=[CH:13][N:12]=[N:11]1. (4) Given the reactants C([O:8][C:9]1[CH:10]=[C:11]2[C:16](=[CH:17][CH:18]=1)[N:15]=[CH:14][CH:13]=[C:12]2Cl)C1C=CC=CC=1.N1C2C(=CC=CC=2)C=NC1=O.C1(O)C=CC=CC=1.NC1C=CC=CC=1, predict the reaction product. The product is: [OH:8][C:9]1[CH:10]=[C:11]2[C:16](=[CH:17][CH:18]=1)[N:15]=[CH:14][CH:13]=[CH:12]2. (5) Given the reactants [Br:1][C:2]1[CH:7]=[CH:6][C:5]([N:8]2[CH2:13][CH2:12][NH:11][CH2:10][CH2:9]2)=[CH:4][CH:3]=1.FC(F)(F)S(O[CH2:20][CH:21]([F:23])[F:22])(=O)=O.C([O-])([O-])=O.[K+].[K+], predict the reaction product. The product is: [Br:1][C:2]1[CH:3]=[CH:4][C:5]([N:8]2[CH2:13][CH2:12][N:11]([CH2:20][CH:21]([F:23])[F:22])[CH2:10][CH2:9]2)=[CH:6][CH:7]=1. (6) Given the reactants C([O:9][CH2:10][CH:11]([NH:37][C:38]1[CH:43]=[CH:42][CH:41]=[CH:40][CH:39]=1)[CH2:12][CH2:13][CH2:14][C:15]1[CH:20]=[CH:19][C:18]([O:21][C:22]2[CH:27]=[CH:26][CH:25]=[C:24]([O:28][CH2:29][C:30]3[CH:35]=[CH:34][CH:33]=[CH:32][CH:31]=3)[CH:23]=2)=[CH:17][C:16]=1[Cl:36])(=O)C1C=CC=CC=1.[OH-].[Na+].O, predict the reaction product. The product is: [CH2:29]([O:28][C:24]1[CH:23]=[C:22]([CH:27]=[CH:26][CH:25]=1)[O:21][C:18]1[CH:19]=[CH:20][C:15]([CH2:14][CH2:13][CH2:12][CH:11]([NH:37][C:38]2[CH:43]=[CH:42][CH:41]=[CH:40][CH:39]=2)[CH2:10][OH:9])=[C:16]([Cl:36])[CH:17]=1)[C:30]1[CH:31]=[CH:32][CH:33]=[CH:34][CH:35]=1. (7) The product is: [Cl:1][C:2]1[CH:19]=[CH:18][C:5]([CH2:6][C:7]2[C:8]([CH3:17])=[N:9][O:10][C:11]=2[C@H:12]2[CH2:16][CH2:15][CH2:14][N:13]2[C:21]([NH:20][C:23]2[CH:24]=[CH:25][C:26]([C:29]([F:30])([F:31])[F:32])=[CH:27][CH:28]=2)=[O:22])=[CH:4][CH:3]=1. Given the reactants [Cl:1][C:2]1[CH:19]=[CH:18][C:5]([CH2:6][C:7]2[C:8]([CH3:17])=[N:9][O:10][C:11]=2[C@H:12]2[CH2:16][CH2:15][CH2:14][NH:13]2)=[CH:4][CH:3]=1.[N:20]([C:23]1[CH:28]=[CH:27][C:26]([C:29]([F:32])([F:31])[F:30])=[CH:25][CH:24]=1)=[C:21]=[O:22], predict the reaction product.